Dataset: Catalyst prediction with 721,799 reactions and 888 catalyst types from USPTO. Task: Predict which catalyst facilitates the given reaction. (1) Reactant: [O:1]=[C:2]1[CH2:10][C:9]2[C:4](=[CH:5][CH:6]=[CH:7][C:8]=2[C:11]2[CH:12]=[N:13][CH:14]=[C:15]([CH:19]=2)[C:16]([OH:18])=[O:17])[NH:3]1.[CH3:20][C:21]1[C:25]([C:26]([N:28]2[CH2:33][CH2:32][N:31]([CH3:34])[CH2:30][CH2:29]2)=[O:27])=[C:24]([CH3:35])[NH:23][C:22]=1[CH:36]=O.N1CCCCC1.Cl. Product: [CH3:20][C:21]1[C:25]([C:26]([N:28]2[CH2:29][CH2:30][N:31]([CH3:34])[CH2:32][CH2:33]2)=[O:27])=[C:24]([CH3:35])[NH:23][C:22]=1[CH:36]=[C:10]1[C:9]2[C:4](=[CH:5][CH:6]=[CH:7][C:8]=2[C:11]2[CH:12]=[N:13][CH:14]=[C:15]([CH:19]=2)[C:16]([OH:18])=[O:17])[NH:3][C:2]1=[O:1]. The catalyst class is: 8. (2) Reactant: [C:1]([C:4]1[CH:9]=[CH:8][C:7]([B:10]([OH:12])[OH:11])=[CH:6][CH:5]=1)(=[O:3])[CH3:2].C1COCC1.[Br:18]Br. Product: [Br:18][CH2:2][C:1]([C:4]1[CH:5]=[CH:6][C:7]([B:10]([OH:12])[OH:11])=[CH:8][CH:9]=1)=[O:3]. The catalyst class is: 845. (3) The catalyst class is: 8. Product: [CH2:15]([S:14][CH2:13][CH:5]([CH2:6][CH:7]1[CH2:12][CH2:11][CH2:10][CH2:9][CH2:8]1)[C:4]([OH:22])=[O:3])[C:16]1[CH:21]=[CH:20][CH:19]=[CH:18][CH:17]=1. Reactant: C([O:3][C:4](=[O:22])[CH:5]([CH2:13][S:14][CH2:15][C:16]1[CH:21]=[CH:20][CH:19]=[CH:18][CH:17]=1)[CH2:6][CH:7]1[CH2:12][CH2:11][CH2:10][CH2:9][CH2:8]1)C.O1CCOCC1.[OH-].[Na+].O. (4) Reactant: [Br:1][C:2]1[CH:3]=[CH:4][C:5]([F:34])=[C:6]([C@:8]([N:19]([CH2:25][C:26]2[CH:31]=[CH:30][C:29]([O:32][CH3:33])=[CH:28][CH:27]=2)[C:20](=[O:24])[CH2:21][CH2:22]Cl)([CH3:18])[CH2:9][O:10][Si](C(C)(C)C)(C)C)[CH:7]=1.[F-].C([N+](CCCC)(CCCC)CCCC)CCC. Product: [Br:1][C:2]1[CH:3]=[CH:4][C:5]([F:34])=[C:6]([C@@:8]2([CH3:18])[N:19]([CH2:25][C:26]3[CH:31]=[CH:30][C:29]([O:32][CH3:33])=[CH:28][CH:27]=3)[C:20](=[O:24])[CH2:21][CH2:22][O:10][CH2:9]2)[CH:7]=1. The catalyst class is: 7. (5) Reactant: Cl[C:2]1[N:7]=[C:6]([CH3:8])[N:5]=[C:4]([N:9]([CH2:19][C:20]2[CH:25]=[CH:24][C:23]([O:26][CH3:27])=[CH:22][CH:21]=2)[CH2:10][C:11]2[CH:16]=[CH:15][C:14]([O:17][CH3:18])=[CH:13][CH:12]=2)[N:3]=1.[O:28]1[CH2:32][CH2:31][O:30][CH:29]1[C:33]1[CH:34]=[C:35](B2OC(C)(C)C(C)(C)O2)[C:36]([F:39])=[N:37][CH:38]=1.C([O-])(=O)C.[K+]. Product: [O:28]1[CH2:32][CH2:31][O:30][CH:29]1[C:33]1[CH:34]=[C:35]([C:2]2[N:7]=[C:6]([CH3:8])[N:5]=[C:4]([N:9]([CH2:19][C:20]3[CH:25]=[CH:24][C:23]([O:26][CH3:27])=[CH:22][CH:21]=3)[CH2:10][C:11]3[CH:16]=[CH:15][C:14]([O:17][CH3:18])=[CH:13][CH:12]=3)[N:3]=2)[C:36]([F:39])=[N:37][CH:38]=1. The catalyst class is: 6. (6) Reactant: [C:1]([NH:11][C@H:12]([C:14]([OH:16])=O)[CH3:13])([O:3][CH2:4][C:5]1[CH:10]=[CH:9][CH:8]=[CH:7][CH:6]=1)=[O:2].OC1C2N=NNC=2C=CC=1.Cl.CN(C)CCCN=C=NCC.[NH2:39][CH2:40][CH2:41][CH:42]([O:46][CH2:47][CH3:48])[O:43][CH2:44][CH3:45].C(N(CC)C(C)C)(C)C. Product: [CH2:44]([O:43][CH:42]([O:46][CH2:47][CH3:48])[CH2:41][CH2:40][NH:39][C:14](=[O:16])[C@@H:12]([NH:11][C:1](=[O:2])[O:3][CH2:4][C:5]1[CH:6]=[CH:7][CH:8]=[CH:9][CH:10]=1)[CH3:13])[CH3:45]. The catalyst class is: 7.